From a dataset of Full USPTO retrosynthesis dataset with 1.9M reactions from patents (1976-2016). Predict the reactants needed to synthesize the given product. Given the product [Br:1][C:2]1[C:3]([NH:18][C@@H:16]([C:10]2[CH:15]=[CH:14][CH:13]=[CH:12][CH:11]=2)[CH3:17])=[N:4][C:5]([Cl:8])=[N:6][CH:7]=1, predict the reactants needed to synthesize it. The reactants are: [Br:1][C:2]1[C:3](Cl)=[N:4][C:5]([Cl:8])=[N:6][CH:7]=1.[C:10]1([C@H:16]([NH2:18])[CH3:17])[CH:15]=[CH:14][CH:13]=[CH:12][CH:11]=1.C(N(CC)C(C)C)(C)C.